This data is from Peptide-MHC class II binding affinity with 134,281 pairs from IEDB. The task is: Regression. Given a peptide amino acid sequence and an MHC pseudo amino acid sequence, predict their binding affinity value. This is MHC class II binding data. (1) The peptide sequence is EKKYMAATQFEPLAA. The MHC is DRB1_1001 with pseudo-sequence DRB1_1001. The binding affinity (normalized) is 0.635. (2) The peptide sequence is AFKVAATAACAAPAN. The MHC is HLA-DPA10201-DPB11401 with pseudo-sequence HLA-DPA10201-DPB11401. The binding affinity (normalized) is 0.819. (3) The peptide sequence is GELQIVDKQDAAFKI. The MHC is DRB1_1302 with pseudo-sequence DRB1_1302. The binding affinity (normalized) is 0.641. (4) The peptide sequence is LEAAVKQAYAATIAA. The MHC is HLA-DPA10201-DPB11401 with pseudo-sequence HLA-DPA10201-DPB11401. The binding affinity (normalized) is 0.297.